From a dataset of Peptide-MHC class I binding affinity with 185,985 pairs from IEDB/IMGT. Regression. Given a peptide amino acid sequence and an MHC pseudo amino acid sequence, predict their binding affinity value. This is MHC class I binding data. (1) The peptide sequence is MPWLTTGPM. The MHC is HLA-C04:01 with pseudo-sequence HLA-C04:01. The binding affinity (normalized) is 0.0847. (2) The MHC is HLA-A68:02 with pseudo-sequence HLA-A68:02. The peptide sequence is VTSSVSSGY. The binding affinity (normalized) is 0.0847. (3) The peptide sequence is GPFEASWAI. The MHC is HLA-B54:01 with pseudo-sequence HLA-B54:01. The binding affinity (normalized) is 0.469. (4) The peptide sequence is EQRLIDICV. The MHC is HLA-A01:01 with pseudo-sequence HLA-A01:01. The binding affinity (normalized) is 0.0847. (5) The peptide sequence is TEAEKWPFF. The MHC is HLA-A68:02 with pseudo-sequence HLA-A68:02. The binding affinity (normalized) is 0.0847. (6) The MHC is HLA-A68:01 with pseudo-sequence HLA-A68:01. The peptide sequence is SVDIETAIR. The binding affinity (normalized) is 0.517. (7) The peptide sequence is YRRKLTNPA. The MHC is HLA-B15:01 with pseudo-sequence HLA-B15:01. The binding affinity (normalized) is 0.0847.